From a dataset of Forward reaction prediction with 1.9M reactions from USPTO patents (1976-2016). Predict the product of the given reaction. Given the reactants Cl.Cl.[F:3][C@H:4]1[C:8]2[N:9]=[CH:10][N:11]=[C:12]([N:13]3[CH2:18][CH2:17][NH:16][CH2:15][CH2:14]3)[C:7]=2[C@H:6]([CH3:19])[CH2:5]1.C(OC([N:27]([CH2:40][CH:41]1[CH2:43][CH2:42]1)[CH2:28][C@H:29]([C:33]1[CH:38]=[CH:37][C:36]([Cl:39])=[CH:35][CH:34]=1)[C:30](O)=[O:31])=O)(C)(C)C.C(N(C(C)C)CC)(C)C.CN(C(ON1N=NC2C=CC=CC1=2)=[N+](C)C)C.F[P-](F)(F)(F)(F)F, predict the reaction product. The product is: [Cl:39][C:36]1[CH:35]=[CH:34][C:33]([C@@H:29]([CH2:28][NH:27][CH2:40][CH:41]2[CH2:43][CH2:42]2)[C:30]([N:16]2[CH2:15][CH2:14][N:13]([C:12]3[C:7]4[C@H:6]([CH3:19])[CH2:5][C@@H:4]([F:3])[C:8]=4[N:9]=[CH:10][N:11]=3)[CH2:18][CH2:17]2)=[O:31])=[CH:38][CH:37]=1.